From a dataset of Full USPTO retrosynthesis dataset with 1.9M reactions from patents (1976-2016). Predict the reactants needed to synthesize the given product. (1) Given the product [Cl:1][C:2]1[CH:10]=[C:9]([NH:11][C@H:12]2[CH2:17][CH2:16][CH2:15][CH:14]([OH:18])[CH2:13]2)[C:5]([C:6]([OH:8])=[O:7])=[CH:4][N:3]=1, predict the reactants needed to synthesize it. The reactants are: [Cl:1][C:2]1[CH:10]=[C:9]([NH:11][CH:12]2[CH2:17][CH2:16][CH2:15][CH:14]([OH:18])[CH2:13]2)[C:5]([C:6]([O-:8])=[O:7])=[CH:4][N:3]=1.CO.C(O)(C(F)(F)F)=O. (2) Given the product [CH3:18][C:10]1[N:9]([C:6]2[CH:7]=[CH:8][C:3]([OH:2])=[CH:4][CH:5]=2)[C:17]2[C:12]([CH:11]=1)=[CH:13][CH:14]=[CH:15][CH:16]=2, predict the reactants needed to synthesize it. The reactants are: C[O:2][C:3]1[CH:8]=[CH:7][C:6]([N:9]2[C:17]3[C:12](=[CH:13][CH:14]=[CH:15][CH:16]=3)[CH:11]=[C:10]2[CH3:18])=[CH:5][CH:4]=1.B(Br)(Br)Br. (3) Given the product [F:1][C:2]([F:24])([F:25])[C:3]1[CH:19]=[C:18]([C:20]([F:23])([F:22])[F:21])[CH:17]=[CH:16][C:4]=1[CH2:5][O:6][C:7]1[CH:14]=[CH:13][C:10](/[CH:11]=[C:30]2/[C:29](=[O:31])[NH:28][C:27](=[O:32])[S:26]/2)=[CH:9][C:8]=1[CH3:15], predict the reactants needed to synthesize it. The reactants are: [F:1][C:2]([F:25])([F:24])[C:3]1[CH:19]=[C:18]([C:20]([F:23])([F:22])[F:21])[CH:17]=[CH:16][C:4]=1[CH2:5][O:6][C:7]1[CH:14]=[CH:13][C:10]([CH:11]=O)=[CH:9][C:8]=1[CH3:15].[S:26]1[CH2:30][C:29](=[O:31])[NH:28][C:27]1=[O:32].N1CCCCC1. (4) Given the product [CH2:48]([O:55][C:56]([N:58]1[CH2:64][C@H:63]([OH:65])[C@@H:62]([N:66]([CH3:1])[C:26](=[O:28])[C@@H:21]([NH:20][C:13]([O:15][C:16]([CH3:17])([CH3:18])[CH3:19])=[O:14])[CH2:22][CH2:23][CH3:25])[CH2:61][CH2:60][C@H:59]1[CH3:67])=[O:57])[C:49]1[CH:50]=[CH:51][CH:52]=[CH:53][CH:54]=1, predict the reactants needed to synthesize it. The reactants are: [CH3:1]N(C)CCCN=C=NCC.O.[C:13]([NH:20][C@H:21]([C:26]([OH:28])=O)[CH2:22][CH:23]([CH3:25])C)([O:15][C:16]([CH3:19])([CH3:18])[CH3:17])=[O:14].C(N(C(C)C)CC)(C)C.OC1C2N=NNC=2C=CC=1.[CH2:48]([O:55][C:56]([N:58]1[CH2:64][CH:63]([OH:65])[CH:62]([NH2:66])[CH2:61][CH2:60][CH:59]1[CH3:67])=[O:57])[C:49]1[CH:54]=[CH:53][CH:52]=[CH:51][CH:50]=1.